Dataset: Reaction yield outcomes from USPTO patents with 853,638 reactions. Task: Predict the reaction yield, written as a fraction of the theoretical maximum amount of product (1.0 means a 100% yield; for example, 0.34 means a 34% yield). The reactants are C1C=CC(P([N:15]=[N+]=[N-])(C2C=CC=CC=2)=O)=CC=1.[CH3:18][C:19]([OH:22])([CH3:21])[CH3:20].[CH3:23][C:24]1[N:28]2[N:29]=[C:30]([N:36]([CH3:45])[C@H:37]([C:39]3[CH:44]=[CH:43][CH:42]=[CH:41][CH:40]=3)[CH3:38])[CH:31]=[C:32](C(O)=O)[C:27]2=[N:26][N:25]=1.[O:46]1[CH2:51]COCC1. No catalyst specified. The product is [C:19]([O:22][C:51](=[O:46])[NH:15][C:32]1[C:27]2[N:28]([C:24]([CH3:23])=[N:25][N:26]=2)[N:29]=[C:30]([N:36]([CH3:45])[C@H:37]([C:39]2[CH:40]=[CH:41][CH:42]=[CH:43][CH:44]=2)[CH3:38])[CH:31]=1)([CH3:21])([CH3:20])[CH3:18]. The yield is 0.245.